Predict the product of the given reaction. From a dataset of Forward reaction prediction with 1.9M reactions from USPTO patents (1976-2016). (1) The product is: [C:15]1([CH2:21][C:22]([C:1]23[CH2:7][CH:4]([CH:5]=[CH:6]2)[C:3](=[O:8])[NH:2]3)=[O:23])[CH:20]=[CH:19][CH:18]=[CH:17][CH:16]=1. Given the reactants [CH:1]12[CH2:7][CH:4]([CH:5]=[CH:6]1)[C:3](=[O:8])[NH:2]2.N1C=CC=CC=1.[C:15]1([CH2:21][C:22](Cl)=[O:23])[CH:20]=[CH:19][CH:18]=[CH:17][CH:16]=1.O, predict the reaction product. (2) Given the reactants F[C:2]1[CH:7]=[CH:6][CH:5]=[CH:4][C:3]=1[N+:8]([O-])=O.[NH2:11][C@H:12]([C:20](O)=[O:21])[CH2:13][C:14]1[CH:19]=[CH:18][CH:17]=[CH:16][CH:15]=1.C(=O)(O)[O-].[Na+], predict the reaction product. The product is: [CH2:13]([C@@H:12]1[NH:11][C:2]2[C:3](=[CH:4][CH:5]=[CH:6][CH:7]=2)[NH:8][C:20]1=[O:21])[C:14]1[CH:19]=[CH:18][CH:17]=[CH:16][CH:15]=1.